This data is from NCI-60 drug combinations with 297,098 pairs across 59 cell lines. The task is: Regression. Given two drug SMILES strings and cell line genomic features, predict the synergy score measuring deviation from expected non-interaction effect. (1) Drug 1: C1=NC2=C(N=C(N=C2N1C3C(C(C(O3)CO)O)O)F)N. Drug 2: CC1=C2C(C(=O)C3(C(CC4C(C3C(C(C2(C)C)(CC1OC(=O)C(C(C5=CC=CC=C5)NC(=O)C6=CC=CC=C6)O)O)OC(=O)C7=CC=CC=C7)(CO4)OC(=O)C)O)C)OC(=O)C. Cell line: SF-268. Synergy scores: CSS=0.376, Synergy_ZIP=-2.82, Synergy_Bliss=-5.27, Synergy_Loewe=-7.97, Synergy_HSA=-4.21. (2) Drug 1: C1C(C(OC1N2C=C(C(=O)NC2=O)F)CO)O. Drug 2: C1=NC2=C(N=C(N=C2N1C3C(C(C(O3)CO)O)F)Cl)N. Cell line: SNB-75. Synergy scores: CSS=10.8, Synergy_ZIP=-5.47, Synergy_Bliss=-0.818, Synergy_Loewe=-9.00, Synergy_HSA=-1.68. (3) Drug 1: C1=CC(=CC=C1CCC2=CNC3=C2C(=O)NC(=N3)N)C(=O)NC(CCC(=O)O)C(=O)O. Drug 2: CN(C)N=NC1=C(NC=N1)C(=O)N. Cell line: OVCAR3. Synergy scores: CSS=5.28, Synergy_ZIP=-14.7, Synergy_Bliss=-24.1, Synergy_Loewe=-35.0, Synergy_HSA=-22.7. (4) Drug 1: C1=CC=C(C(=C1)C(C2=CC=C(C=C2)Cl)C(Cl)Cl)Cl. Drug 2: CC12CCC3C(C1CCC2O)C(CC4=C3C=CC(=C4)O)CCCCCCCCCS(=O)CCCC(C(F)(F)F)(F)F. Cell line: HS 578T. Synergy scores: CSS=1.92, Synergy_ZIP=-2.87, Synergy_Bliss=-5.36, Synergy_Loewe=-5.50, Synergy_HSA=-3.53. (5) Drug 1: CC1C(C(CC(O1)OC2CC(CC3=C2C(=C4C(=C3O)C(=O)C5=C(C4=O)C(=CC=C5)OC)O)(C(=O)C)O)N)O.Cl. Drug 2: C(CN)CNCCSP(=O)(O)O. Cell line: T-47D. Synergy scores: CSS=12.7, Synergy_ZIP=-4.20, Synergy_Bliss=2.86, Synergy_Loewe=-14.0, Synergy_HSA=1.16. (6) Drug 1: C1CCN(CC1)CCOC2=CC=C(C=C2)C(=O)C3=C(SC4=C3C=CC(=C4)O)C5=CC=C(C=C5)O. Drug 2: CS(=O)(=O)CCNCC1=CC=C(O1)C2=CC3=C(C=C2)N=CN=C3NC4=CC(=C(C=C4)OCC5=CC(=CC=C5)F)Cl. Cell line: HT29. Synergy scores: CSS=-8.48, Synergy_ZIP=7.65, Synergy_Bliss=7.45, Synergy_Loewe=-3.07, Synergy_HSA=-2.68. (7) Drug 1: C1=CN(C(=O)N=C1N)C2C(C(C(O2)CO)O)O.Cl. Drug 2: C1=CC=C(C=C1)NC(=O)CCCCCCC(=O)NO. Cell line: SF-268. Synergy scores: CSS=18.2, Synergy_ZIP=-5.36, Synergy_Bliss=3.51, Synergy_Loewe=-4.86, Synergy_HSA=-0.919. (8) Drug 1: C1C(C(OC1N2C=C(C(=O)NC2=O)F)CO)O. Drug 2: CC(C)CN1C=NC2=C1C3=CC=CC=C3N=C2N. Cell line: NCI-H322M. Synergy scores: CSS=-3.29, Synergy_ZIP=1.86, Synergy_Bliss=1.78, Synergy_Loewe=-12.4, Synergy_HSA=-8.27. (9) Drug 1: CC1=C(N=C(N=C1N)C(CC(=O)N)NCC(C(=O)N)N)C(=O)NC(C(C2=CN=CN2)OC3C(C(C(C(O3)CO)O)O)OC4C(C(C(C(O4)CO)O)OC(=O)N)O)C(=O)NC(C)C(C(C)C(=O)NC(C(C)O)C(=O)NCCC5=NC(=CS5)C6=NC(=CS6)C(=O)NCCC[S+](C)C)O. Drug 2: CN1C2=C(C=C(C=C2)N(CCCl)CCCl)N=C1CCCC(=O)O.Cl. Cell line: SW-620. Synergy scores: CSS=13.6, Synergy_ZIP=-1.03, Synergy_Bliss=2.77, Synergy_Loewe=-11.3, Synergy_HSA=1.73. (10) Drug 1: CS(=O)(=O)C1=CC(=C(C=C1)C(=O)NC2=CC(=C(C=C2)Cl)C3=CC=CC=N3)Cl. Drug 2: CC12CCC3C(C1CCC2=O)CC(=C)C4=CC(=O)C=CC34C. Cell line: HOP-62. Synergy scores: CSS=20.7, Synergy_ZIP=0.168, Synergy_Bliss=3.49, Synergy_Loewe=-10.7, Synergy_HSA=2.96.